Regression. Given two drug SMILES strings and cell line genomic features, predict the synergy score measuring deviation from expected non-interaction effect. From a dataset of NCI-60 drug combinations with 297,098 pairs across 59 cell lines. (1) Drug 1: CCC1(CC2CC(C3=C(CCN(C2)C1)C4=CC=CC=C4N3)(C5=C(C=C6C(=C5)C78CCN9C7C(C=CC9)(C(C(C8N6C)(C(=O)OC)O)OC(=O)C)CC)OC)C(=O)OC)O. Drug 2: C1=CC=C(C=C1)NC(=O)CCCCCCC(=O)NO. Cell line: SK-OV-3. Synergy scores: CSS=69.7, Synergy_ZIP=5.43, Synergy_Bliss=6.19, Synergy_Loewe=5.05, Synergy_HSA=8.30. (2) Drug 1: CC1=C2C(C(=O)C3(C(CC4C(C3C(C(C2(C)C)(CC1OC(=O)C(C(C5=CC=CC=C5)NC(=O)OC(C)(C)C)O)O)OC(=O)C6=CC=CC=C6)(CO4)OC(=O)C)OC)C)OC. Drug 2: CN1CCC(CC1)COC2=C(C=C3C(=C2)N=CN=C3NC4=C(C=C(C=C4)Br)F)OC. Cell line: TK-10. Synergy scores: CSS=48.9, Synergy_ZIP=1.02, Synergy_Bliss=1.52, Synergy_Loewe=0.699, Synergy_HSA=7.14. (3) Drug 1: CC1=C(C=C(C=C1)NC2=NC=CC(=N2)N(C)C3=CC4=NN(C(=C4C=C3)C)C)S(=O)(=O)N.Cl. Drug 2: COC1=C(C=C2C(=C1)N=CN=C2NC3=CC(=C(C=C3)F)Cl)OCCCN4CCOCC4. Cell line: 786-0. Synergy scores: CSS=49.6, Synergy_ZIP=15.9, Synergy_Bliss=18.1, Synergy_Loewe=12.4, Synergy_HSA=18.8. (4) Cell line: HL-60(TB). Synergy scores: CSS=21.4, Synergy_ZIP=0.0602, Synergy_Bliss=0.866, Synergy_Loewe=-1.89, Synergy_HSA=2.06. Drug 1: C1=CC(=CC=C1C#N)C(C2=CC=C(C=C2)C#N)N3C=NC=N3. Drug 2: C1=NNC2=C1C(=O)NC=N2.